From a dataset of Reaction yield outcomes from USPTO patents with 853,638 reactions. Predict the reaction yield, written as a fraction of the theoretical maximum amount of product (1.0 means a 100% yield; for example, 0.34 means a 34% yield). (1) The reactants are [N+:1]([C:4]1[CH:5]=[CH:6][CH:7]=[C:8]2[C:12]=1[NH:11][CH:10]=[CH:9]2)([O-])=O. The catalyst is [Pd]. The product is [NH:11]1[C:12]2[C:8](=[CH:7][CH:6]=[CH:5][C:4]=2[NH2:1])[CH:9]=[CH:10]1. The yield is 0.967. (2) The reactants are Cl[C:2]1[CH:3]=[C:4]([C:17]2[N:25]=[C:24]([CH3:26])[N:23]=[C:22]3[C:18]=2[N:19]=[CH:20][N:21]3C2CCCCO2)[C:5]([NH:8][C:9]2[CH:10]=[N:11][C:12]([O:15][CH3:16])=[CH:13][CH:14]=2)=[N:6][CH:7]=1.[CH3:33][O:34][C:35]1[CH:36]=[C:37]([CH:39]=[CH:40][CH:41]=1)[NH2:38].CC(C)([O-])C.[Na+].C(P(C(C)(C)C)C1C=CC=CC=1C1C(C(C)C)=CC(C(C)C)=CC=1C(C)C)(C)(C)C.Cl. The catalyst is C1COCC1.C([O-])(O)=O.[Na+].CO.C1C=CC(/C=C/C(/C=C/C2C=CC=CC=2)=O)=CC=1.C1C=CC(/C=C/C(/C=C/C2C=CC=CC=2)=O)=CC=1.C1C=CC(/C=C/C(/C=C/C2C=CC=CC=2)=O)=CC=1.[Pd].[Pd]. The product is [CH3:33][O:34][C:35]1[CH:36]=[C:37]([NH:38][C:2]2[CH:3]=[C:4]([C:17]3[N:25]=[C:24]([CH3:26])[N:23]=[C:22]4[C:18]=3[N:19]=[CH:20][NH:21]4)[C:5]([NH:8][C:9]3[CH:10]=[N:11][C:12]([O:15][CH3:16])=[CH:13][CH:14]=3)=[N:6][CH:7]=2)[CH:39]=[CH:40][CH:41]=1. The yield is 0.173. (3) The reactants are [N+:1]([C:4]1[CH:14]=[CH:13][C:7]([O:8][CH2:9][C:10]([OH:12])=O)=[CH:6][CH:5]=1)([O-:3])=[O:2].Cl.C(N(CC)CC)C.[C:23](=[N:26]O)([NH2:25])[CH3:24].CCN=C=NCCCN(C)C.Cl.Cl.C(N(C(C)C)CC)(C)C. The catalyst is C1COCC1. The product is [CH3:24][C:23]1[N:26]=[C:10]([CH2:9][O:8][C:7]2[CH:6]=[CH:5][C:4]([N+:1]([O-:3])=[O:2])=[CH:14][CH:13]=2)[O:12][N:25]=1. The yield is 0.600. (4) The reactants are Cl[C:2]1[C:11]([CH3:12])=[CH:10][C:9]2[C:4](=[CH:5][CH:6]=[C:7]([O:13][CH3:14])[CH:8]=2)[N:3]=1.[CH3:15][O:16][C:17]([C:19]1[CH:24]=[CH:23][C:22](B(O)O)=[CH:21][CH:20]=1)=[O:18].CN(C=O)C. The catalyst is O.C1C=CC(P(C2C=CC=CC=2)[C-]2C=CC=C2)=CC=1.C1C=CC(P(C2C=CC=CC=2)[C-]2C=CC=C2)=CC=1.Cl[Pd]Cl.[Fe+2]. The product is [CH3:14][O:13][C:7]1[CH:8]=[C:9]2[C:4](=[CH:5][CH:6]=1)[N:3]=[C:2]([C:22]1[CH:23]=[CH:24][C:19]([C:17]([O:16][CH3:15])=[O:18])=[CH:20][CH:21]=1)[C:11]([CH3:12])=[CH:10]2. The yield is 0.250. (5) The reactants are C([O:8][CH2:9][C@H:10]1[C@@H:14]([O:15][Si:16]([C:19]([CH3:22])([CH3:21])[CH3:20])([CH3:18])[CH3:17])[CH2:13][C@H:12]([NH:23][C:24]2[N:29]=[C:28]([NH:30][C@@H:31]3[C:39]4[C:34](=[CH:35][CH:36]=[CH:37][CH:38]=4)[CH2:33][C@@H:32]3[O:40][CH3:41])[N:27]=[C:26](Cl)[N:25]=2)[CH2:11]1)C1C=CC=CC=1.C([O-])(O)=O.[Na+]. The catalyst is CO.C(Cl)Cl.[Pd]. The product is [Si:16]([O:15][C@H:14]1[CH2:13][C@H:12]([NH:23][C:24]2[N:29]=[C:28]([NH:30][C@@H:31]3[C:39]4[C:34](=[CH:35][CH:36]=[CH:37][CH:38]=4)[CH2:33][C@@H:32]3[O:40][CH3:41])[N:27]=[CH:26][N:25]=2)[CH2:11][C@H:10]1[CH2:9][OH:8])([C:19]([CH3:22])([CH3:21])[CH3:20])([CH3:18])[CH3:17]. The yield is 0.570. (6) The reactants are [CH2:1]([N:3]1[CH2:8][CH2:7][C:6](=[CH:9][C:10]2[CH:18]=[CH:17][C:13]([C:14]([OH:16])=[O:15])=[CH:12][C:11]=2[C:19]([F:22])([F:21])[F:20])[CH2:5][CH2:4]1)[CH3:2]. The catalyst is CO.[Pd]. The product is [CH2:1]([N:3]1[CH2:8][CH2:7][CH:6]([CH2:9][C:10]2[CH:18]=[CH:17][C:13]([C:14]([OH:16])=[O:15])=[CH:12][C:11]=2[C:19]([F:21])([F:20])[F:22])[CH2:5][CH2:4]1)[CH3:2]. The yield is 0.348. (7) The yield is 0.263. The reactants are [CH3:1][O:2][C:3]1[CH:12]=[CH:11][CH:10]=[C:9](/[CH:13]=[C:14]2\[N:15]=[C:16](C3C=CC=CC=3)[O:17][C:18]\2=[O:19])[C:4]=1[C:5](OC)=[O:6].[OH-].[K+]. The catalyst is CO. The product is [CH3:1][O:2][C:3]1[CH:12]=[CH:11][CH:10]=[C:9]2[C:4]=1[C:5](=[O:6])[NH:15][C:14]([C:18]([O:17][CH3:16])=[O:19])=[CH:13]2.